From a dataset of Experimentally validated miRNA-target interactions with 360,000+ pairs, plus equal number of negative samples. Binary Classification. Given a miRNA mature sequence and a target amino acid sequence, predict their likelihood of interaction. The miRNA is mmu-miR-501-3p with sequence AAUGCACCCGGGCAAGGAUUUG. The protein sequence of the target gene is MGFLGTGTWILVLVLPIQAFPKPGGSQDKSLHNRELSAERPLNEQIAEAEEDKIKKTYPPENKPGQSNYSFVDNLNLLKAITEKEKIEKERQSIRSSPLDNKLNVEDVDSTKNRKLIDDYDSTKSGLDHKFQDDPDGLHQLDGTPLTAEDIVHKIAARIYEENDRAVFDKIVSKLLNLGLITESQAHTLEDEVAEVLQKLISKEANNYEEDPNKPTSWTENQAGKIPEKVTPMAAIQDGLAKGENDETVSNTLTLTNGLERRTKTYSEDNFEELQYFPNFYALLKSIDSEKEAKEKETLI.... Result: 0 (no interaction).